Dataset: Reaction yield outcomes from USPTO patents with 853,638 reactions. Task: Predict the reaction yield, written as a fraction of the theoretical maximum amount of product (1.0 means a 100% yield; for example, 0.34 means a 34% yield). (1) The reactants are [NH2:1][C:2]1[C:11]2[C:6](=[CH:7][CH:8]=[CH:9][CH:10]=2)[C:5]([O:12][C:13]2[C:22]3[NH:21][C:20](=[O:23])[CH:19]=[N:18][C:17]=3[N:16]=[CH:15][CH:14]=2)=[CH:4][CH:3]=1.[C:24]([C:28]1[CH:32]=[C:31]([N:33]=[C:34]=[O:35])[N:30]([C:36]2[CH:41]=[CH:40][CH:39]=[CH:38][CH:37]=2)[N:29]=1)([CH3:27])([CH3:26])[CH3:25]. No catalyst specified. The product is [C:24]([C:28]1[CH:32]=[C:31]([NH:33][C:34]([NH:1][C:2]2[C:11]3[C:6](=[CH:7][CH:8]=[CH:9][CH:10]=3)[C:5]([O:12][C:13]3[C:22]4[NH:21][C:20](=[O:23])[CH:19]=[N:18][C:17]=4[N:16]=[CH:15][CH:14]=3)=[CH:4][CH:3]=2)=[O:35])[N:30]([C:36]2[CH:41]=[CH:40][CH:39]=[CH:38][CH:37]=2)[N:29]=1)([CH3:27])([CH3:25])[CH3:26]. The yield is 0.170. (2) The reactants are [CH3:1][O:2][C:3]([C:5]1[S:6][C:7]([C:11]2[CH:16]=[CH:15][CH:14]=[CH:13][CH:12]=2)=[CH:8][C:9]=1[NH2:10])=[O:4].[CH:17](I)([CH3:19])[CH3:18]. The catalyst is CN(C=O)C. The product is [CH3:1][O:2][C:3]([C:5]1[S:6][C:7]([C:11]2[CH:16]=[CH:15][CH:14]=[CH:13][CH:12]=2)=[CH:8][C:9]=1[NH:10][CH:17]([CH3:19])[CH3:18])=[O:4]. The yield is 0.320. (3) The reactants are [F:1][C:2]1[CH:7]=[C:6]([I:8])[CH:5]=[CH:4][C:3]=1[NH:9][C:10]1[N:11]([CH3:26])[C:12](=[O:25])[C:13]2[CH:14]=[CH:15][CH:16]=[N:17][C:18]=2[C:19]=1[C:20](OCC)=[O:21].[Si:27]([O:34][CH2:35][CH2:36][O:37][NH2:38])([C:30]([CH3:33])([CH3:32])[CH3:31])([CH3:29])[CH3:28]. No catalyst specified. The product is [Si:27]([O:34][CH2:35][CH2:36][O:37][NH:38][C:20]([C:19]1[C:18]2[N:17]=[CH:16][CH:15]=[CH:14][C:13]=2[C:12](=[O:25])[N:11]([CH3:26])[C:10]=1[NH:9][C:3]1[CH:4]=[CH:5][C:6]([I:8])=[CH:7][C:2]=1[F:1])=[O:21])([C:30]([CH3:33])([CH3:32])[CH3:31])([CH3:29])[CH3:28]. The yield is 0.220. (4) The reactants are [NH2:1][C:2]1[O:6][N:5]=[C:4]([CH3:7])[C:3]=1[Br:8].[CH3:9][C:10]1[S:11][C:12]([CH3:19])=[CH:13][C:14]=1[S:15](Cl)(=[O:17])=[O:16]. No catalyst specified. The product is [Br:8][C:3]1[C:4]([CH3:7])=[N:5][O:6][C:2]=1[NH:1][S:15]([C:14]1[CH:13]=[C:12]([CH3:19])[S:11][C:10]=1[CH3:9])(=[O:17])=[O:16]. The yield is 0.550.